Dataset: Peptide-MHC class II binding affinity with 134,281 pairs from IEDB. Task: Regression. Given a peptide amino acid sequence and an MHC pseudo amino acid sequence, predict their binding affinity value. This is MHC class II binding data. (1) The peptide sequence is EVIPTAFSIGKTYKP. The MHC is HLA-DPA10301-DPB10402 with pseudo-sequence HLA-DPA10301-DPB10402. The binding affinity (normalized) is 0.275. (2) The peptide sequence is YLEDARRLKAIYEKKK. The MHC is HLA-DQA10501-DQB10301 with pseudo-sequence HLA-DQA10501-DQB10301. The binding affinity (normalized) is 0. (3) The peptide sequence is DRRWCFDGPRTNTIL. The MHC is DRB5_0101 with pseudo-sequence DRB5_0101. The binding affinity (normalized) is 0.189. (4) The peptide sequence is KVLIELEPPFGDSYIVV. The MHC is DRB1_1501 with pseudo-sequence DRB1_1501. The binding affinity (normalized) is 0.146. (5) The peptide sequence is LIGPTPVNIIGRNLLTQIGC. The MHC is HLA-DQA10101-DQB10501 with pseudo-sequence HLA-DQA10101-DQB10501. The binding affinity (normalized) is 0.211. (6) The peptide sequence is YGNGILVGDNSFVSA. The MHC is DRB4_0103 with pseudo-sequence DRB4_0103. The binding affinity (normalized) is 0.426. (7) The peptide sequence is ISSYKLDLTILGLAA. The MHC is DRB1_0301 with pseudo-sequence DRB1_0301. The binding affinity (normalized) is 0.757. (8) The peptide sequence is LAFVVFLLVTLAILT. The MHC is DRB1_0101 with pseudo-sequence DRB1_0101. The binding affinity (normalized) is 0.391. (9) The peptide sequence is GMFTNRSGFQ. The MHC is DRB3_0202 with pseudo-sequence DRB3_0202. The binding affinity (normalized) is 0.119. (10) The peptide sequence is GAVFLGFLGAAGSTMG. The MHC is DRB5_0101 with pseudo-sequence DRB5_0101. The binding affinity (normalized) is 0.593.